Dataset: Peptide-MHC class I binding affinity with 185,985 pairs from IEDB/IMGT. Task: Regression. Given a peptide amino acid sequence and an MHC pseudo amino acid sequence, predict their binding affinity value. This is MHC class I binding data. (1) The peptide sequence is RKAGVNQAK. The MHC is HLA-B44:02 with pseudo-sequence HLA-B44:02. The binding affinity (normalized) is 0.0847. (2) The peptide sequence is QQSEARRML. The MHC is HLA-A11:01 with pseudo-sequence HLA-A11:01. The binding affinity (normalized) is 0. (3) The MHC is HLA-B27:05 with pseudo-sequence HLA-B27:05. The binding affinity (normalized) is 0.0847. The peptide sequence is AYYWNQNGF. (4) The peptide sequence is KLAEIFQPF. The MHC is HLA-B27:05 with pseudo-sequence HLA-B27:05. The binding affinity (normalized) is 0.441. (5) The peptide sequence is FEANALSVI. The MHC is HLA-B40:01 with pseudo-sequence HLA-B40:01. The binding affinity (normalized) is 0.787. (6) The peptide sequence is FVYVSVMNFI. The MHC is HLA-A02:02 with pseudo-sequence HLA-A02:02. The binding affinity (normalized) is 0.599.